This data is from Drug-target binding data from BindingDB using Ki measurements. The task is: Regression. Given a target protein amino acid sequence and a drug SMILES string, predict the binding affinity score between them. We predict pKi (pKi = -log10(Ki in M); higher means stronger inhibition). Dataset: bindingdb_ki. (1) The compound is NC(=O)c1[nH]nc([C@@H]2O[C@H](COP(=O)(O)O)[C@@H](O)[C@H]2O)c1O. The target protein (P03962) has sequence MSKATYKERAATHPSPVAAKLFNIMHEKQTNLCASLDVRTTKELLELVEALGPKICLLKTHVDILTDFSMEGTVKPLKALSAKYNFLLFEDRKFADIGNTVKLQYSAGVYRIAEWADITNAHGVVGPGIVSGLKQAAEEVTKEPRGLLMLAELSCKGSLATGEYTKGTVDIAKSDKDFVIGFIAQRDMGGRDEGYDWLIMTPGVGLDDKGDALGQQYRTVDDVVSTGSDIIIVGRGLFAKGRDAKVEGERYRKAGWEAYLRRCGQQN. The pKi is 8.3. (2) The compound is c1cncc([C@H]2CC3CCC2N3)c1. The target protein sequence is MPWCAEYLLWLFLCLDILHGACGISEPSYIAKSEDRLFKYLFQQQDYQRWVRPVEHLNDTVKVKFGLAITQLVDVDEKNQLMTTNVWLKQEWVDVKLRWDPNEFAGITSIRVPSDSIWIPDIVLYDNADGRFEGSVTKAVVRYDGTINWTPPANYKSSCTIDVTFFPFDLQNCSMKFGSWTYDGSQVDIILEDYHVDKRDFFDNGEWEIVNATGNKGNRTDGCCFYPYITYSFIIKRLPLFYTLFLIIPCIGLSFLTILVFYLPSNEGEKISLCTSVLVSLTVFLLVIEEIIPSSSKVIPLIGEYLVFTMIFVTLSIVLTVFAINIHNRSSATHNAMAPWVRKIFLHKLPKLLCMRSHVDRYFTRKDETGKVRGPESSRNTLEAALDSIRYITRHVMKEHEVQEVVEDWKFVAQVLDRMFLWTFLLVSVIGSLFLFIPVIHKWANIIVPVHIGNMYGDKNT. The pKi is 8.0.